From a dataset of Forward reaction prediction with 1.9M reactions from USPTO patents (1976-2016). Predict the product of the given reaction. (1) Given the reactants [NH2:1][C:2]1[C:7]([C:8]2[N:30]([C:31]3[CH:36]=[CH:35][C:34]([C:37]4([NH:41]C(=O)OC(C)(C)C)[CH2:40][CH2:39][CH2:38]4)=[CH:33][CH:32]=3)[C:11]3=[N:12][C:13]([C:16]4[CH:21]=[CH:20][CH:19]=[C:18]([N:22]5[CH2:28][CH:27]6[O:29][CH:24]([CH2:25][CH2:26]6)[CH2:23]5)[CH:17]=4)=[CH:14][CH:15]=[C:10]3[N:9]=2)=[CH:6][CH:5]=[CH:4][N:3]=1.[ClH:49].O1CCOCC1, predict the reaction product. The product is: [ClH:49].[ClH:49].[ClH:49].[NH2:41][C:37]1([C:34]2[CH:35]=[CH:36][C:31]([N:30]3[C:11]4=[N:12][C:13]([C:16]5[CH:21]=[CH:20][CH:19]=[C:18]([N:22]6[CH2:23][CH:24]7[O:29][CH:27]([CH2:26][CH2:25]7)[CH2:28]6)[CH:17]=5)=[CH:14][CH:15]=[C:10]4[N:9]=[C:8]3[C:7]3[C:2]([NH2:1])=[N:3][CH:4]=[CH:5][CH:6]=3)=[CH:32][CH:33]=2)[CH2:38][CH2:39][CH2:40]1. (2) Given the reactants [NH2:1][C:2]1[CH:22]=[C:21]([C:23]2[N:27]=[C:26]([CH3:28])[O:25][N:24]=2)[CH:20]=[CH:19][C:3]=1[CH2:4][NH:5][C:6](=[O:18])[C:7]1[CH:12]=[C:11]([O:13][CH3:14])[C:10]([CH3:15])=[C:9]([O:16][CH3:17])[CH:8]=1.Cl[C:30]([O:32][C:33]1[CH:38]=[CH:37][CH:36]=[CH:35][CH:34]=1)=[O:31].C(=O)([O-])[O-].[K+].[K+], predict the reaction product. The product is: [C:33]1([O:32][C:30](=[O:31])[NH:1][C:2]2[CH:22]=[C:21]([C:23]3[N:27]=[C:26]([CH3:28])[O:25][N:24]=3)[CH:20]=[CH:19][C:3]=2[CH2:4][NH:5][C:6](=[O:18])[C:7]2[CH:12]=[C:11]([O:13][CH3:14])[C:10]([CH3:15])=[C:9]([O:16][CH3:17])[CH:8]=2)[CH:38]=[CH:37][CH:36]=[CH:35][CH:34]=1. (3) Given the reactants [Cl:1][C:2]1[CH:7]=[C:6]([O:8][CH3:9])[C:5]([O:10][CH2:11][C:12]2[C:17]([O:18][CH3:19])=[CH:16][CH:15]=[C:14]([F:20])[C:13]=2[F:21])=[CH:4][C:3]=1[N:22]1[C:30](=[O:31])[NH:29][C:28]2[C:23]1=[N:24][C:25]([CH2:34]Cl)=[N:26][C:27]=2[O:32][CH3:33].[N-:36]=[N+:37]=[N-:38].[Na+].Cl, predict the reaction product. The product is: [N:36]([CH2:34][C:25]1[N:24]=[C:23]2[C:28]([NH:29][C:30](=[O:31])[N:22]2[C:3]2[CH:4]=[C:5]([O:10][CH2:11][C:12]3[C:17]([O:18][CH3:19])=[CH:16][CH:15]=[C:14]([F:20])[C:13]=3[F:21])[C:6]([O:8][CH3:9])=[CH:7][C:2]=2[Cl:1])=[C:27]([O:32][CH3:33])[N:26]=1)=[N+:37]=[N-:38]. (4) The product is: [Cl:1][C:2]1[CH:3]=[CH:4][C:5]([O:25][CH:26]([F:28])[F:27])=[C:6]([C:8]2[C:13]([O:14][CH3:15])=[CH:12][N:11]([CH:16]([CH2:35][C@@H:36]3[CH2:41][CH2:40][CH2:39][CH2:38][O:37]3)[C:17]([O:19][C:20]([CH3:23])([CH3:22])[CH3:21])=[O:18])[C:10](=[O:24])[CH:9]=2)[CH:7]=1. Given the reactants [Cl:1][C:2]1[CH:3]=[CH:4][C:5]([O:25][CH:26]([F:28])[F:27])=[C:6]([C:8]2[C:13]([O:14][CH3:15])=[CH:12][N:11]([CH2:16][C:17]([O:19][C:20]([CH3:23])([CH3:22])[CH3:21])=[O:18])[C:10](=[O:24])[CH:9]=2)[CH:7]=1.FC(F)(F)S(O[CH2:35][C@@H:36]1[CH2:41][CH2:40][CH2:39][CH2:38][O:37]1)(=O)=O, predict the reaction product. (5) Given the reactants [Cl:1][C:2]1[CH:7]=[CH:6][CH:5]=[CH:4][C:3]=1[CH:8]1[N:12]([C:13]2[CH:18]=[CH:17][C:16]([N:19]3[CH2:24][CH2:23][N:22](C(OC(C)(C)C)=O)[CH2:21][CH2:20]3)=[CH:15][CH:14]=2)[N:11]=[C:10]([C:32]([C:38]([F:41])([F:40])[F:39])([C:34]([F:37])([F:36])[F:35])[OH:33])[CH2:9]1.Cl, predict the reaction product. The product is: [ClH:1].[Cl:1][C:2]1[CH:7]=[CH:6][CH:5]=[CH:4][C:3]=1[CH:8]1[N:12]([C:13]2[CH:14]=[CH:15][C:16]([N:19]3[CH2:24][CH2:23][NH:22][CH2:21][CH2:20]3)=[CH:17][CH:18]=2)[N:11]=[C:10]([C:32]([C:34]([F:36])([F:35])[F:37])([C:38]([F:40])([F:41])[F:39])[OH:33])[CH2:9]1.